This data is from Catalyst prediction with 721,799 reactions and 888 catalyst types from USPTO. The task is: Predict which catalyst facilitates the given reaction. (1) Reactant: [NH2:1][C:2]1[CH:3]=[C:4]([CH:21]=[CH:22][C:23]=1[F:24])[O:5][C:6]1[N:11]=[C:10]2[S:12][C:13]([NH:15][C:16]([CH:18]3[CH2:20][CH2:19]3)=[O:17])=[N:14][C:9]2=[CH:8][CH:7]=1.[F:25][C:26]([F:38])([F:37])[C:27]1[CH:32]=[CH:31][CH:30]=[CH:29][C:28]=1[CH2:33][C:34](O)=[O:35].F[P-](F)(F)(F)(F)F.N1(OC(N(C)C)=[N+](C)C)C2N=CC=CC=2N=N1. Product: [F:24][C:23]1[CH:22]=[CH:21][C:4]([O:5][C:6]2[N:11]=[C:10]3[S:12][C:13]([NH:15][C:16]([CH:18]4[CH2:20][CH2:19]4)=[O:17])=[N:14][C:9]3=[CH:8][CH:7]=2)=[CH:3][C:2]=1[NH:1][C:34](=[O:35])[CH2:33][C:28]1[CH:29]=[CH:30][CH:31]=[CH:32][C:27]=1[C:26]([F:37])([F:25])[F:38]. The catalyst class is: 300. (2) Reactant: [NH2:1][CH:2]([CH2:12][C:13]1[CH:18]=[CH:17][C:16]([C:19]([F:22])([F:21])[F:20])=[CH:15][CH:14]=1)[CH:3]([C:5]1[CH:10]=[CH:9][CH:8]=[C:7]([Cl:11])[N:6]=1)[OH:4].[F:23][C:24]1[C:33]2[C:28](=[CH:29][CH:30]=[CH:31][CH:32]=2)[C:27]([C:34](O)=[O:35])=[CH:26][CH:25]=1.Cl.C(N=C=NCCCN(C)C)C.ON1C2C=CC=CC=2N=N1. Product: [Cl:11][C:7]1[N:6]=[C:5]([CH:3]([OH:4])[CH:2]([NH:1][C:34]([C:27]2[C:28]3[C:33](=[CH:32][CH:31]=[CH:30][CH:29]=3)[C:24]([F:23])=[CH:25][CH:26]=2)=[O:35])[CH2:12][C:13]2[CH:14]=[CH:15][C:16]([C:19]([F:22])([F:21])[F:20])=[CH:17][CH:18]=2)[CH:10]=[CH:9][CH:8]=1. The catalyst class is: 47. (3) Reactant: [OH:1][N:2]1[C:6](=[O:7])[CH2:5][CH2:4][C:3]1=[O:8].[CH3:9][CH2:10][C:11]([C:13]([C:15]1[CH:16]=[CH:17][C:18]([O:23][CH2:24][C:25](O)=[O:26])=[C:19]([Cl:22])[C:20]=1[Cl:21])=[O:14])=[CH2:12].CO. Product: [Cl:22][C:19]1[C:20]([Cl:21])=[C:15]([C:13](=[O:14])[C:11](=[CH2:12])[CH2:10][CH3:9])[CH:16]=[CH:17][C:18]=1[O:23][CH2:24][C:25]([O:1][N:2]1[C:6](=[O:7])[CH2:5][CH2:4][C:3]1=[O:8])=[O:26]. The catalyst class is: 2. (4) Reactant: [N:1]1([C:7]2[N:12]=[C:11]([NH2:13])[CH:10]=[CH:9][CH:8]=2)[CH2:6][CH2:5][CH2:4][CH2:3][CH2:2]1.[H-].[Na+].Br[C:17]1[C:18]2[N:19]([CH:24]=[CH:25][N:26]=2)[N:20]=[C:21]([Cl:23])[CH:22]=1.[NH4+].[Cl-]. Product: [Cl:23][C:21]1[CH:22]=[C:17]([NH:13][C:11]2[CH:10]=[CH:9][CH:8]=[C:7]([N:1]3[CH2:2][CH2:3][CH2:4][CH2:5][CH2:6]3)[N:12]=2)[C:18]2[N:19]([CH:24]=[CH:25][N:26]=2)[N:20]=1. The catalyst class is: 3. (5) Reactant: [Cl:1][C:2]1[C:10]([N+:11]([O-:13])=[O:12])=[CH:9][C:8]([Cl:14])=[CH:7][C:3]=1[C:4]([OH:6])=[O:5].C(=O)([O-])[O-].[K+].[K+].S(OCC)(O[CH2:25][CH3:26])(=O)=O. Product: [Cl:1][C:2]1[C:10]([N+:11]([O-:13])=[O:12])=[CH:9][C:8]([Cl:14])=[CH:7][C:3]=1[C:4]([O:6][CH2:25][CH3:26])=[O:5]. The catalyst class is: 21. (6) Product: [Cl:1][C:2]1[CH:7]=[CH:6][CH:5]=[C:4]([Cl:8])[C:3]=1[S:9]([NH2:13])(=[O:11])=[O:10]. The catalyst class is: 17. Reactant: [Cl:1][C:2]1[CH:7]=[CH:6][CH:5]=[C:4]([Cl:8])[C:3]=1[S:9](Cl)(=[O:11])=[O:10].[NH3:13]. (7) Product: [NH2:1][C:2]1[N:10]=[CH:9][N:8]=[C:7]2[C:3]=1[N:4]=[C:5]([CH:33]=[CH2:34])[N:6]2[C:11]1[CH:16]=[CH:15][C:14]([NH:17][C:18]([NH:20][C:21]2[CH:26]=[CH:25][C:24]([Cl:27])=[C:23]([C:28]([F:31])([F:30])[F:29])[CH:22]=2)=[O:19])=[CH:13][CH:12]=1. The catalyst class is: 9. Reactant: [NH2:1][C:2]1[N:10]=[CH:9][N:8]=[C:7]2[C:3]=1[N:4]=[C:5](I)[N:6]2[C:11]1[CH:16]=[CH:15][C:14]([NH:17][C:18]([NH:20][C:21]2[CH:26]=[CH:25][C:24]([Cl:27])=[C:23]([C:28]([F:31])([F:30])[F:29])[CH:22]=2)=[O:19])=[CH:13][CH:12]=1.[CH:33]([Sn](CCCC)(CCCC)CCCC)=[CH2:34].